From a dataset of Aqueous solubility values for 9,982 compounds from the AqSolDB database. Regression/Classification. Given a drug SMILES string, predict its absorption, distribution, metabolism, or excretion properties. Task type varies by dataset: regression for continuous measurements (e.g., permeability, clearance, half-life) or binary classification for categorical outcomes (e.g., BBB penetration, CYP inhibition). For this dataset (solubility_aqsoldb), we predict Y. (1) The drug is CCCC(=O)n1ncc2c(=O)[nH]cnc21. The Y is -3.27 log mol/L. (2) The molecule is CCC(CC)(C(=O)O)C(CC)(CC)C(=O)O. The Y is -2.96 log mol/L. (3) The molecule is NS(=O)(=O)c1ccc(Nc2ccnc(NS(=O)(=O)c3ccccc3)n2)cc1. The Y is -2.55 log mol/L. (4) The drug is CCN(CC)c1ccc([C+](c2ccccc2)c2ccc(N(CC)CC)cc2)cc1.O=S(=O)([O-])O. The Y is -2.06 log mol/L.